This data is from Full USPTO retrosynthesis dataset with 1.9M reactions from patents (1976-2016). The task is: Predict the reactants needed to synthesize the given product. (1) Given the product [CH3:17][O:16][C:6]1[C:7]2[O:8][C:9]3[CH:15]=[CH:14][CH:13]=[CH:12][C:10]=3[C:11]=2[CH:3]=[CH:4][CH:5]=1, predict the reactants needed to synthesize it. The reactants are: [H-].[Na+].[CH:3]1[C:11]2[C:10]3[CH:12]=[CH:13][CH:14]=[CH:15][C:9]=3[O:8][C:7]=2[C:6]([OH:16])=[CH:5][CH:4]=1.[CH3:17]I. (2) The reactants are: [Br:1][C:2]1[CH:11]=[C:10]2[C:5]([NH:6][C@@H:7]([CH3:22])[CH2:8][N:9]2[S:12]([C:15]2[CH:21]=[CH:20][C:18]([CH3:19])=[CH:17][CH:16]=2)(=[O:14])=[O:13])=[CH:4][CH:3]=1.N1C=CC=CC=1.[C:29](Cl)(=[O:31])[CH3:30]. Given the product [Br:1][C:2]1[CH:11]=[C:10]2[C:5](=[CH:4][CH:3]=1)[N:6]([C:29](=[O:31])[CH3:30])[C@@H:7]([CH3:22])[CH2:8][N:9]2[S:12]([C:15]1[CH:21]=[CH:20][C:18]([CH3:19])=[CH:17][CH:16]=1)(=[O:13])=[O:14], predict the reactants needed to synthesize it. (3) Given the product [C:1]1([N:7]([CH2:40][CH2:41][CH2:42][OH:43])[C:8]([C:10]2[CH:39]=[CH:38][C:13]3[N:14]([CH3:37])[C:15]([CH2:17][NH:18][C:19]4[CH:24]=[CH:23][C:22]([C:25](=[NH:36])[NH:26][C:27]([O:29][CH2:30][CH2:31][CH2:32][CH2:33][CH2:34][CH3:35])=[O:28])=[CH:21][CH:20]=4)=[N:16][C:12]=3[CH:11]=2)=[O:9])[CH:2]=[CH:3][CH:4]=[CH:5][CH:6]=1, predict the reactants needed to synthesize it. The reactants are: [C:1]1([N:7]([CH2:40][CH2:41][CH2:42][O:43]CC2C=CC=CC=2)[C:8]([C:10]2[CH:39]=[CH:38][C:13]3[N:14]([CH3:37])[C:15]([CH2:17][NH:18][C:19]4[CH:24]=[CH:23][C:22]([C:25](=[NH:36])[NH:26][C:27]([O:29][CH2:30][CH2:31][CH2:32][CH2:33][CH2:34][CH3:35])=[O:28])=[CH:21][CH:20]=4)=[N:16][C:12]=3[CH:11]=2)=[O:9])[CH:6]=[CH:5][CH:4]=[CH:3][CH:2]=1. (4) Given the product [ClH:32].[NH2:23][C@:8]([C:4]1[CH:5]=[CH:6][CH:7]=[C:2]([F:1])[CH:3]=1)([CH3:9])[CH2:10][C:11]([CH:13]1[C:18](=[O:19])[N:17]([CH3:20])[C:16](=[O:21])[NH:15][C:14]1=[O:22])=[O:12], predict the reactants needed to synthesize it. The reactants are: [F:1][C:2]1[CH:3]=[C:4]([C@:8]([NH:23][S@](C(C)(C)C)=O)([CH2:10][C:11]([CH:13]2[C:18](=[O:19])[N:17]([CH3:20])[C:16](=[O:21])[NH:15][C:14]2=[O:22])=[O:12])[CH3:9])[CH:5]=[CH:6][CH:7]=1.O=S(Cl)[Cl:32]. (5) Given the product [C:1]([O:5][C:6](=[O:39])[NH:7][C:8]1[N:17]([CH2:18][CH2:19][CH3:20])[CH2:16][C:15]2[C:10](=[CH:11][CH:12]=[C:13]([O:21][C:22]3[CH:27]=[CH:26][CH:25]=[C:24]([NH2:28])[CH:23]=3)[CH:14]=2)[N:9]=1)([CH3:2])([CH3:3])[CH3:4], predict the reactants needed to synthesize it. The reactants are: [C:1]([O:5][C:6](=[O:39])[NH:7][C:8]1[N:17]([CH2:18][CH2:19][CH3:20])[CH2:16][C:15]2[C:10](=[CH:11][CH:12]=[C:13]([O:21][C:22]3[CH:27]=[CH:26][CH:25]=[C:24]([NH:28]C(OCC4C=CC=CC=4)=O)[CH:23]=3)[CH:14]=2)[N:9]=1)([CH3:4])([CH3:3])[CH3:2].O=[Si]=O. (6) Given the product [Cl:1][C:2]1[CH:3]=[CH:4][C:5]2[NH:9][C:8](=[O:10])[N:7]([CH:11]3[CH2:12][CH2:13][NH:14][CH2:15][CH2:16]3)[C:6]=2[CH:22]=1, predict the reactants needed to synthesize it. The reactants are: [Cl:1][C:2]1[CH:3]=[CH:4][C:5]2[NH:9][C:8](=[O:10])[N:7]([CH:11]3[CH2:16][CH2:15][N:14](C(OCC)=O)[CH2:13][CH2:12]3)[C:6]=2[CH:22]=1.[OH-].[Na+]. (7) The reactants are: Br[C:2]1[C:3]([NH:9][C:10]2[CH:15]=[C:14]([Cl:16])[CH:13]=[CH:12][C:11]=2[O:17][CH3:18])=[N:4][CH:5]=[C:6](C)[CH:7]=1.C1CCN2C(=NCCC2)CC1. Given the product [Cl:16][C:14]1[CH:13]=[CH:12][C:11]([O:17][CH3:18])=[C:10]2[C:15]=1[C:2]1[CH:7]=[CH:6][CH:5]=[N:4][C:3]=1[NH:9]2, predict the reactants needed to synthesize it.